This data is from Catalyst prediction with 721,799 reactions and 888 catalyst types from USPTO. The task is: Predict which catalyst facilitates the given reaction. Reactant: [O:1]([C:8]1[CH:17]=[CH:16][C:15]2[C:10](=[CH:11][CH:12]=[C:13]([OH:18])[CH:14]=2)[N:9]=1)[C:2]1[CH:7]=[CH:6][CH:5]=[CH:4][CH:3]=1.N1C=CC=CC=1.[F:25][C:26]([F:39])([F:38])[S:27](O[S:27]([C:26]([F:39])([F:38])[F:25])(=[O:29])=[O:28])(=[O:29])=[O:28]. Product: [F:25][C:26]([F:39])([F:38])[S:27]([O:18][C:13]1[CH:14]=[C:15]2[C:10](=[CH:11][CH:12]=1)[N:9]=[C:8]([O:1][C:2]1[CH:3]=[CH:4][CH:5]=[CH:6][CH:7]=1)[CH:17]=[CH:16]2)(=[O:29])=[O:28]. The catalyst class is: 2.